From a dataset of Full USPTO retrosynthesis dataset with 1.9M reactions from patents (1976-2016). Predict the reactants needed to synthesize the given product. Given the product [Br:1][C:2]1[CH:7]=[CH:6][C:5]([O:8][CH2:17][CH:18]2[CH2:20][O:19]2)=[C:4]([F:9])[C:3]=1[F:10], predict the reactants needed to synthesize it. The reactants are: [Br:1][C:2]1[CH:7]=[CH:6][C:5]([OH:8])=[C:4]([F:9])[C:3]=1[F:10].C(=O)([O-])[O-].[K+].[K+].[CH3:17][C:18]([CH3:20])=[O:19].